This data is from Full USPTO retrosynthesis dataset with 1.9M reactions from patents (1976-2016). The task is: Predict the reactants needed to synthesize the given product. (1) Given the product [ClH:3].[F:10][C:11]1[CH:16]=[C:15]([N:17]2[CH2:21][C@H:20]([CH2:22][N:23]3[CH:27]=[CH:26][N:25]=[N:24]3)[O:19][C:18]2=[O:28])[CH:14]=[CH:13][C:12]=1[C:29]1[CH:30]=[CH:31][C:32]([C:35]2[CH2:39][C@@H:38]([CH2:40][NH:41][C:42](=[O:47])[CH2:43][N:44]([CH3:45])[CH3:46])[O:37][N:36]=2)=[N:33][CH:34]=1, predict the reactants needed to synthesize it. The reactants are: CO.[ClH:3].O1CCOCC1.[F:10][C:11]1[CH:16]=[C:15]([N:17]2[CH2:21][C@H:20]([CH2:22][N:23]3[CH:27]=[CH:26][N:25]=[N:24]3)[O:19][C:18]2=[O:28])[CH:14]=[CH:13][C:12]=1[C:29]1[CH:30]=[CH:31][C:32]([C:35]2[CH2:39][C@@H:38]([CH2:40][NH:41][C:42](=[O:47])[CH2:43][N:44]([CH3:46])[CH3:45])[O:37][N:36]=2)=[N:33][CH:34]=1. (2) The reactants are: Br[C:2]1[N:7]=[C:6]([C:8]([O:10]C)=[O:9])[CH:5]=[CH:4][C:3]=1[F:12].[CH3:13][S:14]([C:17]1[CH:22]=[CH:21][C:20](B(O)O)=[CH:19][CH:18]=1)(=[O:16])=[O:15].C([O-])([O-])=O.[Na+].[Na+]. Given the product [F:12][C:3]1[CH:4]=[CH:5][C:6]([C:8]([OH:10])=[O:9])=[N:7][C:2]=1[C:20]1[CH:21]=[CH:22][C:17]([S:14]([CH3:13])(=[O:16])=[O:15])=[CH:18][CH:19]=1, predict the reactants needed to synthesize it. (3) Given the product [CH2:1]([O:5][CH2:6][CH2:7][O:8][C:9]1[CH:10]=[CH:11][C:12]([C:15]2[CH:16]=[CH:17][C:18]3[N:24]([C:25](=[O:30])[C:26]([F:28])([F:29])[F:27])[CH2:23][CH2:22][C:21]([C:31]([NH:33][C:34]4[CH:39]=[CH:38][C:37]([CH:40]([OH:48])[C:41]5[CH:46]=[C:45]([CH3:47])[CH:44]=[CH:43][N+:42]=5[O-:62])=[C:36]([C:49]([F:52])([F:50])[F:51])[CH:35]=4)=[O:32])=[CH:20][C:19]=3[CH:53]=2)=[CH:13][CH:14]=1)[CH2:2][CH2:3][CH3:4], predict the reactants needed to synthesize it. The reactants are: [CH2:1]([O:5][CH2:6][CH2:7][O:8][C:9]1[CH:14]=[CH:13][C:12]([C:15]2[CH:16]=[CH:17][C:18]3[N:24]([C:25](=[O:30])[C:26]([F:29])([F:28])[F:27])[CH2:23][CH2:22][C:21]([C:31]([NH:33][C:34]4[CH:39]=[CH:38][C:37]([CH:40]([OH:48])[C:41]5[CH:46]=[C:45]([CH3:47])[CH:44]=[CH:43][N:42]=5)=[C:36]([C:49]([F:52])([F:51])[F:50])[CH:35]=4)=[O:32])=[CH:20][C:19]=3[CH:53]=2)=[CH:11][CH:10]=1)[CH2:2][CH2:3][CH3:4].ClC1C=CC=C(C(OO)=[O:62])C=1.S([O-])([O-])(=O)=S.[Na+].[Na+]. (4) Given the product [NH2:29][C:28]1[CH:27]=[CH:26][C:11]([CH2:12][CH:13]2[NH:19][C:18](=[O:20])[C:17]3[CH:21]=[CH:22][CH:23]=[CH:24][C:16]=3[NH:15][C:14]2=[O:25])=[CH:10][C:9]=1[O:8][CH2:1][C:2]1[CH:7]=[CH:6][CH:5]=[CH:4][CH:3]=1, predict the reactants needed to synthesize it. The reactants are: [CH2:1]([O:8][C:9]1[CH:10]=[C:11]([CH:26]=[CH:27][C:28]=1[N+:29]([O-])=O)[CH2:12][CH:13]1[NH:19][C:18](=[O:20])[C:17]2[CH:21]=[CH:22][CH:23]=[CH:24][C:16]=2[NH:15][C:14]1=[O:25])[C:2]1[CH:7]=[CH:6][CH:5]=[CH:4][CH:3]=1. (5) Given the product [C:1]([O:5][C:6]([N:8]1[CH2:13][CH2:12][CH:11]([NH:19][C:18]2[CH:20]=[CH:21][C:22]([F:24])=[CH:23][C:17]=2[O:16][CH3:15])[CH2:10][CH2:9]1)=[O:7])([CH3:4])([CH3:3])[CH3:2], predict the reactants needed to synthesize it. The reactants are: [C:1]([O:5][C:6]([N:8]1[CH2:13][CH2:12][C:11](=O)[CH2:10][CH2:9]1)=[O:7])([CH3:4])([CH3:3])[CH3:2].[CH3:15][O:16][C:17]1[CH:23]=[C:22]([F:24])[CH:21]=[CH:20][C:18]=1[NH2:19]. (6) Given the product [C:1]1([C@H:7]2[N:21]3[C:22]4[C:14]([C:15]5[C:16]([O:23][CH2:31][C:32]#[N:33])=[CH:17][CH:18]=[CH:19][C:20]=53)=[CH:13][CH:12]=[CH:11][C:10]=4[O:9][CH2:8]2)[CH:2]=[CH:3][CH:4]=[CH:5][CH:6]=1, predict the reactants needed to synthesize it. The reactants are: [C:1]1([C@H:7]2[N:21]3[C:22]4[C:14]([C:15]5[C:20]3=[CH:19][CH:18]=[CH:17][C:16]=5[OH:23])=[CH:13][CH:12]=[CH:11][C:10]=4[O:9][CH2:8]2)[CH:6]=[CH:5][CH:4]=[CH:3][CH:2]=1.C(=O)([O-])[O-].[K+].[K+].Br[CH2:31][C:32]#[N:33]. (7) Given the product [CH:1]1([C:4]2[N:8]([C@@H:9]([CH2:18][CH2:19][C:20]([O:22][CH3:32])=[O:21])[CH2:10][C:11]([O:13][C:14]([CH3:16])([CH3:15])[CH3:17])=[O:12])[N:7]=[N:6][C:5]=2[CH:23]2[CH2:24][CH:25]([CH2:27][C:28]([CH3:31])([CH3:30])[CH3:29])[CH2:26]2)[CH2:2][CH2:3]1, predict the reactants needed to synthesize it. The reactants are: [CH:1]1([C:4]2[N:8]([C@@H:9]([CH2:18][CH2:19][C:20]([O-:22])=[O:21])[CH2:10][C:11]([O:13][C:14]([CH3:17])([CH3:16])[CH3:15])=[O:12])[N:7]=[N:6][C:5]=2[CH:23]2[CH2:26][CH:25]([CH2:27][C:28]([CH3:31])([CH3:30])[CH3:29])[CH2:24]2)[CH2:3][CH2:2]1.[CH3:32]N(C=O)C.CI.C(=O)([O-])[O-].[K+].[K+].